Predict which catalyst facilitates the given reaction. From a dataset of Catalyst prediction with 721,799 reactions and 888 catalyst types from USPTO. (1) Reactant: [CH3:1][C:2]1[NH:7][C:6](=[O:8])[C:5]([C:9]#[N:10])=[C:4]([CH:11]([CH3:13])[CH3:12])[CH:3]=1.[ClH:14].N#N. Product: [ClH:14].[NH2:10][CH2:9][C:5]1[C:6](=[O:8])[NH:7][C:2]([CH3:1])=[CH:3][C:4]=1[CH:11]([CH3:12])[CH3:13]. The catalyst class is: 105. (2) Reactant: [CH2:1]([O:3][C:4]([N:6]1[C:14]2[C:9](=[CH:10][CH:11]=[CH:12][CH:13]=2)[C:8](=[O:15])[NH:7]1)=[O:5])[CH3:2].[H-].[Na+].I[CH:19]([Cl:22])[CH2:20][CH3:21].O. Product: [CH2:1]([O:3][C:4]([N:6]1[C:14]2[C:9](=[CH:10][CH:11]=[CH:12][CH:13]=2)[C:8](=[O:15])[N:7]1[CH2:21][CH2:20][CH2:19][Cl:22])=[O:5])[CH3:2]. The catalyst class is: 3.